Dataset: Catalyst prediction with 721,799 reactions and 888 catalyst types from USPTO. Task: Predict which catalyst facilitates the given reaction. Reactant: [F:1][C:2]1([F:22])[CH2:6][CH2:5][N:4]([C:7]2[C:20]([F:21])=[CH:19][CH:18]=[CH:17][C:8]=2[CH:9]=[N:10][CH2:11][CH2:12][C:13]([CH3:16])([CH3:15])[CH3:14])[CH2:3]1.[SH:23][C@@H:24]([CH2:28][C:29]([OH:31])=[O:30])[C:25](O)=[O:26]. Product: [F:21][C:20]1[C:7]([N:4]2[CH2:5][CH2:6][C:2]([F:1])([F:22])[CH2:3]2)=[C:8]([CH:9]2[N:10]([CH2:11][CH2:12][C:13]([CH3:16])([CH3:15])[CH3:14])[C:25](=[O:26])[C@H:24]([CH2:28][C:29]([OH:31])=[O:30])[S:23]2)[CH:17]=[CH:18][CH:19]=1. The catalyst class is: 11.